This data is from Full USPTO retrosynthesis dataset with 1.9M reactions from patents (1976-2016). The task is: Predict the reactants needed to synthesize the given product. (1) Given the product [CH3:30][O:24][C:23](=[O:26])[NH:20][C:19]1[CH:18]=[CH:17][C:16]([CH2:1][CH2:2][CH2:3][CH2:4][CH2:5][CH2:6][CH2:7][CH2:8][CH2:9][CH2:10][CH2:11][CH2:12][CH2:13][CH2:14][CH3:15])=[CH:22][CH:21]=1, predict the reactants needed to synthesize it. The reactants are: [CH2:1]([C:16]1[CH:22]=[CH:21][C:19]([NH2:20])=[CH:18][CH:17]=1)[CH2:2][CH2:3][CH2:4][CH2:5][CH2:6][CH2:7][CH2:8][CH2:9][CH2:10][CH2:11][CH2:12][CH2:13][CH2:14][CH3:15].[C:23](=[O:26])([O-])[O-:24].[K+].[K+].Cl[CH2:30]Cl. (2) The reactants are: [C:1]([O:5][C:6]([N:8]1[CH2:13][CH2:12][CH:11]([CH2:14][O:15][C:16]2[CH:25]=[C:24]3[C:19]([C:20]([O:26][C:27]4[CH:32]=[CH:31][C:30]([NH2:33])=[CH:29][CH:28]=4)=[CH:21][CH:22]=[N:23]3)=[CH:18][C:17]=2[C:34]#[N:35])[CH2:10][CH2:9]1)=[O:7])([CH3:4])([CH3:3])[CH3:2].C1([O:42][C:43](=O)[NH:44][C:45]2[S:46][CH:47]=[CH:48][N:49]=2)C=CC=CC=1. Given the product [C:1]([O:5][C:6]([N:8]1[CH2:13][CH2:12][CH:11]([CH2:14][O:15][C:16]2[CH:25]=[C:24]3[C:19]([C:20]([O:26][C:27]4[CH:32]=[CH:31][C:30]([NH:33][C:43]([NH:44][C:45]5[S:46][CH:47]=[CH:48][N:49]=5)=[O:42])=[CH:29][CH:28]=4)=[CH:21][CH:22]=[N:23]3)=[CH:18][C:17]=2[C:34]#[N:35])[CH2:10][CH2:9]1)=[O:7])([CH3:4])([CH3:2])[CH3:3], predict the reactants needed to synthesize it. (3) Given the product [O:7]1[CH2:8][CH2:9][O:10][CH:6]1[CH2:5][CH2:4][CH:16]([C:15]1[CH:18]=[CH:19][C:12]([F:11])=[C:13]([CH3:20])[CH:14]=1)[OH:17], predict the reactants needed to synthesize it. The reactants are: II.Br[CH2:4][CH2:5][CH:6]1[O:10][CH2:9][CH2:8][O:7]1.[F:11][C:12]1[CH:19]=[CH:18][C:15]([CH:16]=[O:17])=[CH:14][C:13]=1[CH3:20]. (4) Given the product [CH3:1][O:2][C:3](=[O:30])[NH:4][C@H:5]([C:9]([N:11]1[CH2:15][C@@H:14]([O:16][CH3:17])[CH2:13][C@H:12]1[C:18]1[NH:19][CH:20]=[C:21]([C:23]2[CH:28]=[CH:27][C:26]([B:34]3[O:35][C:36]([CH3:38])([CH3:37])[C:32]([CH3:48])([CH3:31])[O:33]3)=[CH:25][CH:24]=2)[N:22]=1)=[O:10])[CH:6]([CH3:8])[CH3:7], predict the reactants needed to synthesize it. The reactants are: [CH3:1][O:2][C:3](=[O:30])[NH:4][C@H:5]([C:9]([N:11]1[CH2:15][C@@H:14]([O:16][CH3:17])[CH2:13][C@H:12]1[C:18]1[NH:19][CH:20]=[C:21]([C:23]2[CH:28]=[CH:27][C:26](Br)=[CH:25][CH:24]=2)[N:22]=1)=[O:10])[CH:6]([CH3:8])[CH3:7].[CH3:31][C:32]1([CH3:48])[C:36]([CH3:38])([CH3:37])[O:35][B:34]([B:34]2[O:35][C:36]([CH3:38])([CH3:37])[C:32]([CH3:48])([CH3:31])[O:33]2)[O:33]1.C([O-])(=O)C.[K+]. (5) Given the product [CH2:19]([O:18][CH:4]([O:3][CH2:1][CH3:2])[CH2:5][N:6]1[C:10]([NH:11][C:22]2[CH:27]=[C:26]([N+:28]([O-:30])=[O:29])[C:25]([CH3:31])=[CH:24][C:23]=2[CH3:32])=[CH:9][C:8]([C:12]2[CH:13]=[N:14][CH:15]=[N:16][CH:17]=2)=[N:7]1)[CH3:20], predict the reactants needed to synthesize it. The reactants are: [CH2:1]([O:3][CH:4]([O:18][CH2:19][CH3:20])[CH2:5][N:6]1[C:10]([NH2:11])=[CH:9][C:8]([C:12]2[CH:13]=[N:14][CH:15]=[N:16][CH:17]=2)=[N:7]1)[CH3:2].Br[C:22]1[C:23]([CH3:32])=[CH:24][C:25]([CH3:31])=[C:26]([N+:28]([O-:30])=[O:29])[CH:27]=1. (6) Given the product [F:23][C:11]1[CH:12]=[C:13]([CH3:22])[C:14]([S:16][CH2:17][C:18]([F:21])([F:20])[F:19])=[CH:15][C:10]=1[N:9]1[C:5]([NH:4][CH3:1])=[CH:6][C:7]([O:24][C:25]([F:40])([F:39])[CH:26]([F:38])[O:27][C:28]([F:36])([F:37])[C:29]([F:34])([F:35])[C:30]([F:32])([F:33])[F:31])=[N:8]1, predict the reactants needed to synthesize it. The reactants are: [C:1]([NH:4][C:5]1[N:9]([C:10]2[CH:15]=[C:14]([S:16][CH2:17][C:18]([F:21])([F:20])[F:19])[C:13]([CH3:22])=[CH:12][C:11]=2[F:23])[N:8]=[C:7]([O:24][C:25]([F:40])([F:39])[CH:26]([F:38])[O:27][C:28]([F:37])([F:36])[C:29]([F:35])([F:34])[C:30]([F:33])([F:32])[F:31])[CH:6]=1)(=O)C.[H-].[Na+].CI.O.